From a dataset of Reaction yield outcomes from USPTO patents with 853,638 reactions. Predict the reaction yield, written as a fraction of the theoretical maximum amount of product (1.0 means a 100% yield; for example, 0.34 means a 34% yield). (1) The catalyst is C1COCC1. The yield is 0.193. The product is [Cl:9][C:10]1[CH:11]=[C:12]([C:19]2[CH:23]=[CH:22][N:21]([CH2:24][C@@H:25]([NH:27][C:28]([C:30]3[N:31]=[C:32]([CH3:40])[N:33]([CH2:35][CH2:36][C:37]([OH:39])([CH3:4])[CH3:38])[CH:34]=3)=[O:29])[CH3:26])[N:20]=2)[CH:13]=[C:14]([F:18])[C:15]=1[C:16]#[N:17]. The reactants are C[Mg]Br.[CH3:4]COCC.[Cl:9][C:10]1[CH:11]=[C:12]([C:19]2[CH:23]=[CH:22][N:21]([CH2:24][C@@H:25]([NH:27][C:28]([C:30]3[N:31]=[C:32]([CH3:40])[N:33]([CH2:35][CH2:36][C:37](=[O:39])[CH3:38])[CH:34]=3)=[O:29])[CH3:26])[N:20]=2)[CH:13]=[C:14]([F:18])[C:15]=1[C:16]#[N:17].[Cl-].[NH4+]. (2) The reactants are [Br:1][C:2]1[CH:7]=[C:6]([C:8](=O)[CH3:9])[C:5](F)=[CH:4][N:3]=1.O.[NH2:13][NH2:14]. The catalyst is C(O)CO. The product is [Br:1][C:2]1[CH:7]=[C:6]2[C:8]([CH3:9])=[N:14][NH:13][C:5]2=[CH:4][N:3]=1. The yield is 0.740. (3) The reactants are [CH2:1]([N:5]1[C:13]2[C:8](=[CH:9][CH:10]=[C:11]([C:14]([O:16][CH3:17])=[O:15])[CH:12]=2)[C:7]([CH:18]2[CH2:23][CH2:22][CH2:21][CH2:20][CH2:19]2)=[C:6]1[C:24]1[CH:29]=[CH:28][CH:27]=[CH:26][C:25]=1[CH:30]=[CH2:31])[CH2:2]C=C. The catalyst is C(Cl)Cl.C1(C2C3C=CC(C(O)=O)=CC=3N3CCN(C)CC4C=C(OC)C=CC=4C=23)CCCCC1. The product is [CH:18]1([C:7]2[C:8]3[CH:9]=[CH:10][C:11]([C:14]([O:16][CH3:17])=[O:15])=[CH:12][C:13]=3[N:5]3[CH2:1][CH2:2][CH:31]=[CH:30][C:25]4[CH:26]=[CH:27][CH:28]=[CH:29][C:24]=4[C:6]=23)[CH2:19][CH2:20][CH2:21][CH2:22][CH2:23]1. The yield is 0.680. (4) The reactants are [CH2:1]([CH:3]([CH2:26][CH3:27])[CH:4]([NH:16][C:17]1[CH:25]=[CH:24][C:20]([C:21]([OH:23])=O)=[CH:19][CH:18]=1)[C:5]1[O:6][C:7]2[CH:14]=[CH:13][C:12]([F:15])=[CH:11][C:8]=2[C:9]=1[CH3:10])[CH3:2].[CH3:28][NH:29][CH2:30][CH2:31][C:32]([O:34][CH2:35][CH3:36])=[O:33].O.ON1C2C=CC=CC=2N=N1.Cl.C(N=C=NCCCN(C)C)C.[Cl-].[NH4+]. The catalyst is CN(C)C=O.C(N(CC)CC)C. The product is [CH2:1]([CH:3]([CH2:26][CH3:27])[CH:4]([NH:16][C:17]1[CH:18]=[CH:19][C:20]([C:21]([N:29]([CH3:28])[CH2:30][CH2:31][C:32]([O:34][CH2:35][CH3:36])=[O:33])=[O:23])=[CH:24][CH:25]=1)[C:5]1[O:6][C:7]2[CH:14]=[CH:13][C:12]([F:15])=[CH:11][C:8]=2[C:9]=1[CH3:10])[CH3:2]. The yield is 0.700. (5) The reactants are Cl[C:2]1[C:11]2[C:6](=[CH:7][C:8]([O:14][CH3:15])=[C:9]([O:12][CH3:13])[CH:10]=2)[N:5]=[CH:4][C:3]=1[C:16]([NH2:18])=[O:17].[NH2:19][C:20]1[CH:29]=[CH:28][C:23]([C:24]([O:26][CH3:27])=[O:25])=[C:22](C)[CH:21]=1.[C:31](O)(=O)C.C([O-])(O)=O.[Na+]. The catalyst is CN(C=O)C.O. The product is [CH3:13][O:12][C:9]1[CH:10]=[C:11]2[C:6](=[CH:7][C:8]=1[O:14][CH3:15])[N:5]=[CH:4][C:3]([C:16]([NH2:18])=[O:17])=[C:2]2[NH:19][C:20]1[CH:21]=[CH:22][C:23]([C:24]([O:26][CH3:27])=[O:25])=[CH:28][C:29]=1[CH3:31]. The yield is 0.470. (6) No catalyst specified. The reactants are Cl.[OH:2][C@@H:3]1[CH2:8][CH2:7][CH2:6][NH:5][CH2:4]1.[F:9][C:10]1[CH:18]=[C:17]([F:19])[CH:16]=[CH:15][C:11]=1[C:12](O)=[O:13]. The yield is 0.860. The product is [F:9][C:10]1[CH:18]=[C:17]([F:19])[CH:16]=[CH:15][C:11]=1[C:12]([N:5]1[CH2:6][CH2:7][CH2:8][C@@H:3]([OH:2])[CH2:4]1)=[O:13]. (7) The reactants are [CH3:1][O:2][C:3]1[CH:4]=[C:5]([CH:8]=[CH:9][CH:10]=1)[CH:6]=O.[O:11]1[C:15]2([CH2:20][CH2:19][NH:18][CH2:17][CH2:16]2)[O:14][CH2:13][CH2:12]1.C(O[BH-](OC(=O)C)OC(=O)C)(=O)C.[Na+].C(O)(=O)C.C(=O)([O-])[O-].[Na+].[Na+]. The catalyst is ClCCCl. The product is [CH3:1][O:2][C:3]1[CH:4]=[C:5]([CH:8]=[CH:9][CH:10]=1)[CH2:6][N:18]1[CH2:19][CH2:20][C:15]2([O:14][CH2:13][CH2:12][O:11]2)[CH2:16][CH2:17]1. The yield is 0.820. (8) The product is [Cl:1][C:2]1[C:3]([N:9]=[C:10]=[S:11])=[N:4][CH:5]=[C:6]([Cl:8])[CH:7]=1. The yield is 0.880. The reactants are [Cl:1][C:2]1[C:3]([NH2:9])=[N:4][CH:5]=[C:6]([Cl:8])[CH:7]=1.[C:10](N1C=CC=CC1=O)(N1C=CC=CC1=O)=[S:11]. The catalyst is ClCCl. (9) The reactants are [C:1]([O:5][C:6]([N:8]1[CH2:13][CH2:12][N:11]([C:14]2[C:18](Cl)=[N:17][S:16][N:15]=2)[CH2:10][CH2:9]1)=[O:7])([CH3:4])([CH3:3])[CH3:2].[N:20]1[CH:25]=[CH:24][C:23]([CH2:26][OH:27])=[CH:22][CH:21]=1.C(C(CCC)[O-])(C)(C)C.[K+].C(O)(C)(C)C. The catalyst is CCOC(C)=O. The product is [C:1]([O:5][C:6]([N:8]1[CH2:13][CH2:12][N:11]([C:14]2[C:18]([O:27][CH2:26][C:23]3[CH:24]=[CH:25][N:20]=[CH:21][CH:22]=3)=[N:17][S:16][N:15]=2)[CH2:10][CH2:9]1)=[O:7])([CH3:4])([CH3:3])[CH3:2]. The yield is 0.570. (10) The reactants are [NH2:1][C:2]1[CH:36]=[CH:35][C:5]([O:6][C:7]2[CH:12]=[CH:11][N:10]=[C:9]3[N:13](CC4C=CC(OC)=CC=4)[N:14]=[C:15]([NH:16][CH:17]4[CH2:23][CH:22]5[N:24]([CH3:25])[CH:19]([CH2:20][CH2:21]5)[CH2:18]4)[C:8]=23)=[C:4]([F:37])[CH:3]=1.[F:38][C:39]1[CH:44]=[CH:43][C:42]([N:45]2[CH:50]=[CH:49][N:48]=[C:47]([C:51]([OH:53])=O)[C:46]2=[O:54])=[CH:41][CH:40]=1. No catalyst specified. The product is [F:37][C:4]1[CH:3]=[C:2]([NH:1][C:51]([C:47]2[C:46](=[O:54])[N:45]([C:42]3[CH:41]=[CH:40][C:39]([F:38])=[CH:44][CH:43]=3)[CH:50]=[CH:49][N:48]=2)=[O:53])[CH:36]=[CH:35][C:5]=1[O:6][C:7]1[CH:12]=[CH:11][N:10]=[C:9]2[NH:13][N:14]=[C:15]([NH:16][CH:17]3[CH2:23][CH:22]4[N:24]([CH3:25])[CH:19]([CH2:20][CH2:21]4)[CH2:18]3)[C:8]=12. The yield is 0.180.